Dataset: Reaction yield outcomes from USPTO patents with 853,638 reactions. Task: Predict the reaction yield, written as a fraction of the theoretical maximum amount of product (1.0 means a 100% yield; for example, 0.34 means a 34% yield). (1) The reactants are [CH3:1][O:2][C:3](=[O:18])[C:4]1[CH:16]=[C:15](I)[CH:14]=[C:6]([C:7]([N:9]([CH3:13])[CH2:10][CH2:11][CH3:12])=[O:8])[CH:5]=1.[NH:19]1[CH2:23][CH2:22][CH2:21][C:20]1=[O:24].C(N)CN.C(=O)([O-])[O-].[Cs+].[Cs+]. The catalyst is O1CCOCC1.ClCCl.[Cu]I. The product is [CH3:1][O:2][C:3](=[O:18])[C:4]1[CH:16]=[C:15]([N:19]2[CH2:23][CH2:22][CH2:21][C:20]2=[O:24])[CH:14]=[C:6]([C:7]([N:9]([CH3:13])[CH2:10][CH2:11][CH3:12])=[O:8])[CH:5]=1. The yield is 0.520. (2) The reactants are CC(C)=[O:3].OS(O)(=O)=O.O=[Cr](=O)=O.[OH:14][CH2:15][C:16]([C:19]1[CH:23]=[C:22]([NH:24][C:25](=[O:38])[C:26]([CH3:37])([S:28]([CH:31]2[CH2:36][CH2:35][O:34][CH2:33][CH2:32]2)(=[O:30])=[O:29])[CH3:27])[O:21][N:20]=1)([CH3:18])[CH3:17]. The catalyst is CC(C)=O.ClCCl. The product is [CH3:17][C:16]([C:19]1[CH:23]=[C:22]([NH:24][C:25](=[O:38])[C:26]([CH3:37])([S:28]([CH:31]2[CH2:32][CH2:33][O:34][CH2:35][CH2:36]2)(=[O:30])=[O:29])[CH3:27])[O:21][N:20]=1)([CH3:18])[C:15]([OH:3])=[O:14]. The yield is 0.640. (3) The reactants are [F:1][C:2]1[CH:7]=[CH:6][C:5]([CH:8]2[C:17](=O)[C:16]3[C:15]([C:19]([O:21]CC)=O)=[CH:14][CH:13]=[CH:12][C:11]=3[NH:10][CH:9]2[C:24]2[N:25]([CH3:29])[CH:26]=[CH:27][N:28]=2)=[CH:4][CH:3]=1.O.[NH2:31][NH2:32]. The catalyst is CO. The product is [F:1][C:2]1[CH:7]=[CH:6][C:5]([CH:8]2[C:17]3=[N:31][NH:32][C:19](=[O:21])[C:15]4[CH:14]=[CH:13][CH:12]=[C:11]([C:16]=43)[NH:10][CH:9]2[C:24]2[N:25]([CH3:29])[CH:26]=[CH:27][N:28]=2)=[CH:4][CH:3]=1. The yield is 0.140.